This data is from Reaction yield outcomes from USPTO patents with 853,638 reactions. The task is: Predict the reaction yield, written as a fraction of the theoretical maximum amount of product (1.0 means a 100% yield; for example, 0.34 means a 34% yield). (1) The reactants are [Cl:1][C:2]1[CH:3]=[CH:4][C:5]([CH:12]=C)=[C:6]([CH:11]=1)[C:7]([O:9][CH3:10])=[O:8].[O:14]=[O+][O-].CSC. The catalyst is C(Cl)Cl. The product is [Cl:1][C:2]1[CH:3]=[CH:4][C:5]([CH:12]=[O:14])=[C:6]([CH:11]=1)[C:7]([O:9][CH3:10])=[O:8]. The yield is 0.600. (2) The reactants are [CH3:1][C:2]1[CH:3]=[C:4]2[C:8](=[C:9]([NH:11][S:12]([C:15]3[S:16][CH:17]=[CH:18][CH:19]=3)(=[O:14])=[O:13])[CH:10]=1)[NH:7][C:6]([C:20]([O:22]CC)=[O:21])=[CH:5]2.CO.[OH-].[K+].C(O)(=O)CC(CC(O)=O)(C(O)=O)O. The catalyst is O1CCCC1. The product is [CH3:1][C:2]1[CH:3]=[C:4]2[C:8](=[C:9]([NH:11][S:12]([C:15]3[S:16][CH:17]=[CH:18][CH:19]=3)(=[O:14])=[O:13])[CH:10]=1)[NH:7][C:6]([C:20]([OH:22])=[O:21])=[CH:5]2. The yield is 0.990.